Dataset: Reaction yield outcomes from USPTO patents with 853,638 reactions. Task: Predict the reaction yield, written as a fraction of the theoretical maximum amount of product (1.0 means a 100% yield; for example, 0.34 means a 34% yield). The reactants are Cl[C:2]1[CH:7]=[C:6]([Cl:8])[N:5]=[CH:4][N:3]=1.[CH3:9][C:10]1[N:11]=[CH:12][NH:13][CH:14]=1.C(=O)([O-])[O-].[Cs+].[Cs+].O. The catalyst is CN(C=O)C. The product is [Cl:8][C:6]1[CH:7]=[C:2]([N:13]2[CH:14]=[C:10]([CH3:9])[N:11]=[CH:12]2)[N:3]=[CH:4][N:5]=1. The yield is 0.370.